From a dataset of Full USPTO retrosynthesis dataset with 1.9M reactions from patents (1976-2016). Predict the reactants needed to synthesize the given product. (1) The reactants are: FC(F)(F)C(O)=O.[CH3:8][N:9]1[C:21]2[CH:20]=[CH:19][C:18]([C:22]3[S:23][CH:24]=[C:25]4[C:29]=3[NH:28][C:27](=[O:30])[N:26]4C(OC(C)(C)C)=O)=[CH:17][C:16]=2[C:15]2[C:10]1=[CH:11][CH:12]=[C:13]([C:38]1[S:39][CH:40]=[C:41]3[C:45]=1[NH:44][C:43](=[O:46])[N:42]3C(OC(C)(C)C)=O)[CH:14]=2.C(=O)([O-])[O-].[Na+].[Na+]. Given the product [CH3:8][N:9]1[C:21]2[CH:20]=[CH:19][C:18]([C:22]3[S:23][CH:24]=[C:25]4[C:29]=3[NH:28][C:27](=[O:30])[NH:26]4)=[CH:17][C:16]=2[C:15]2[C:10]1=[CH:11][CH:12]=[C:13]([C:38]1[S:39][CH:40]=[C:41]3[C:45]=1[NH:44][C:43](=[O:46])[NH:42]3)[CH:14]=2, predict the reactants needed to synthesize it. (2) Given the product [NH2:1][C@H:2]([C:19]([OH:21])=[O:20])[CH2:3][CH2:4][CH2:5][NH2:6], predict the reactants needed to synthesize it. The reactants are: [NH:1](C(OCC1C2C(=CC=CC=2)C2C1=CC=CC=2)=O)[C@H:2]([C:19]([OH:21])=[O:20])[CH2:3][CH2:4][CH2:5][NH:6]C(=C1C(=O)CC(C)(C)CC1=O)C.C1C=CC2N(O)N=NC=2C=1.CN(C(ON1N=NC2C=CC=CC1=2)=[N+](C)C)C.F[P-](F)(F)(F)(F)F.CN1CCOCC1. (3) The reactants are: Br[C:2]1[C:10]2[O:9][C:8]([C:11]3[CH:16]=[CH:15][C:14]([O:17]C)=[CH:13][CH:12]=3)=[N:7][C:6]=2[CH:5]=[C:4]([O:19]C)[CH:3]=1.C([Sn](CCCC)(CCCC)[C:26]1[S:27][CH:28]=[CH:29][N:30]=1)CCC. Given the product [OH:17][C:14]1[CH:13]=[CH:12][C:11]([C:8]2[O:9][C:10]3[C:2]([C:26]4[S:27][CH:28]=[CH:29][N:30]=4)=[CH:3][C:4]([OH:19])=[CH:5][C:6]=3[N:7]=2)=[CH:16][CH:15]=1, predict the reactants needed to synthesize it. (4) Given the product [CH3:1][N:2]1[CH2:3][CH2:4][CH:5]([NH:8][C:9]2[CH:14]=[CH:13][C:12]([NH:15][C:17]3[N:26]=[CH:25][C:24]4[C:19](=[C:20]([C:27]5[CH:28]=[C:29]([NH:33][C:34](=[O:37])[CH:35]=[CH2:36])[CH:30]=[CH:31][CH:32]=5)[CH:21]=[CH:22][CH:23]=4)[N:18]=3)=[CH:11][CH:10]=2)[CH2:6][CH2:7]1, predict the reactants needed to synthesize it. The reactants are: [CH3:1][N:2]1[CH2:7][CH2:6][CH:5]([NH:8][C:9]2[CH:14]=[CH:13][C:12]([NH2:15])=[CH:11][CH:10]=2)[CH2:4][CH2:3]1.Cl[C:17]1[N:26]=[CH:25][C:24]2[C:19](=[C:20]([C:27]3[CH:28]=[C:29]([NH:33][C:34](=[O:37])[CH:35]=[CH2:36])[CH:30]=[CH:31][CH:32]=3)[CH:21]=[CH:22][CH:23]=2)[N:18]=1.C(O)(C(F)(F)F)=O. (5) The reactants are: Br[C:2]1[CH:7]=[CH:6][CH:5]=[CH:4][C:3]=1[C:8]([F:14])([F:13])[C:9]([F:12])([F:11])[F:10].[CH3:15][O:16][CH:17]([O:20]C)[CH:18]=[CH2:19]. Given the product [CH3:15][O:16][C:17](=[O:20])[CH2:18][CH2:19][C:2]1[CH:7]=[CH:6][CH:5]=[CH:4][C:3]=1[C:8]([F:14])([F:13])[C:9]([F:12])([F:11])[F:10], predict the reactants needed to synthesize it. (6) Given the product [F:41][C:38]1[CH:39]=[CH:40][C:35]([C@@H:10]2[C@@H:11]([N:14]([C:16](=[O:34])[C:17]([C:20]3[CH:21]=[C:22]([C:30]([F:31])([F:32])[F:33])[CH:23]=[C:24]([C:26]([F:27])([F:28])[F:29])[CH:25]=3)([CH3:19])[CH3:18])[CH3:15])[CH2:12][CH2:13][NH:8][CH2:9]2)=[C:36]([CH3:42])[CH:37]=1, predict the reactants needed to synthesize it. The reactants are: C(OC([N:8]1[CH2:13][CH2:12][C@H:11]([N:14]([C:16](=[O:34])[C:17]([C:20]2[CH:25]=[C:24]([C:26]([F:29])([F:28])[F:27])[CH:23]=[C:22]([C:30]([F:33])([F:32])[F:31])[CH:21]=2)([CH3:19])[CH3:18])[CH3:15])[C@@H:10]([C:35]2[CH:40]=[CH:39][C:38]([F:41])=[CH:37][C:36]=2[CH3:42])[CH2:9]1)=O)(C)(C)C.Cl. (7) Given the product [ClH:34].[CH3:15][N:16]([CH3:17])[CH2:18][C:19]1[CH:24]2[CH2:25][CH:21]([C:20]=1[C:10]1[S:9][C:8]3[C:3]([O:2][CH3:1])=[CH:4][CH:5]=[CH:6][C:7]=3[CH:11]=1)[CH2:22][CH2:23]2, predict the reactants needed to synthesize it. The reactants are: [CH3:1][O:2][C:3]1[C:8]2[S:9][C:10](B(O)O)=[CH:11][C:7]=2[CH:6]=[CH:5][CH:4]=1.[CH3:15][N:16]([CH2:18][C:19]1[CH:24]2[CH2:25][CH:21]([CH2:22][CH2:23]2)[C:20]=1OS(C(F)(F)F)(=O)=O)[CH3:17].[Cl-:34].[Li+].C([O-])([O-])=O.[Na+].[Na+]. (8) Given the product [NH2:17][C:14]1[CH:15]=[CH:16][C:11]([CH2:10][CH2:9][C:8]2[CH:7]=[C:6]([C:20]3[C:21](=[O:26])[NH:22][CH:23]=[CH:24][CH:25]=3)[CH:5]=[C:4]([C:27]3([CH3:30])[CH2:29][CH2:28]3)[C:3]=2[O:2][CH3:1])=[CH:12][CH:13]=1, predict the reactants needed to synthesize it. The reactants are: [CH3:1][O:2][C:3]1[C:8](/[CH:9]=[CH:10]/[C:11]2[CH:16]=[CH:15][C:14]([N+:17]([O-])=O)=[CH:13][CH:12]=2)=[CH:7][C:6]([C:20]2[C:21](=[O:26])[NH:22][CH:23]=[CH:24][CH:25]=2)=[CH:5][C:4]=1[C:27]1([CH3:30])[CH2:29][CH2:28]1. (9) Given the product [Br:1][C:2]1[C:11]([CH3:12])=[CH:10][C:5]([O:6][CH2:7][CH2:8][NH:9][S:22]([CH3:21])(=[O:24])=[O:23])=[CH:4][C:3]=1[CH3:13], predict the reactants needed to synthesize it. The reactants are: [Br:1][C:2]1[C:11]([CH3:12])=[CH:10][C:5]([O:6][CH2:7][CH2:8][NH2:9])=[CH:4][C:3]=1[CH3:13].C(N(CC)CC)C.[CH3:21][S:22](Cl)(=[O:24])=[O:23]. (10) Given the product [CH3:22][N:2]([CH3:1])[C:3]1[CH:4]=[CH:5][C:6]([S:9]([N:12]2[CH:16]=[CH:15][C:14](/[CH:17]=[CH:18]/[C:19]([NH:41][O:40][CH:35]3[CH2:36][CH2:37][CH2:38][CH2:39][O:34]3)=[O:21])=[CH:13]2)(=[O:10])=[O:11])=[CH:7][CH:8]=1, predict the reactants needed to synthesize it. The reactants are: [CH3:1][N:2]([CH3:22])[C:3]1[CH:8]=[CH:7][C:6]([S:9]([N:12]2[CH:16]=[CH:15][C:14](/[CH:17]=[CH:18]/[C:19]([OH:21])=O)=[CH:13]2)(=[O:11])=[O:10])=[CH:5][CH:4]=1.C1C=CC2N(O)N=NC=2C=1.Cl.[O:34]1[CH2:39][CH2:38][CH2:37][CH2:36][CH:35]1[O:40][NH2:41].